From a dataset of Reaction yield outcomes from USPTO patents with 853,638 reactions. Predict the reaction yield, written as a fraction of the theoretical maximum amount of product (1.0 means a 100% yield; for example, 0.34 means a 34% yield). (1) The reactants are C([Si](C)(C)[O:6][C:7]1[C:12]([CH3:13])=[CH:11][C:10]([CH:14]2[C:22]3[C:17](=[CH:18][CH:19]=[CH:20][CH:21]=3)[N:16]([CH2:23][C:24]3[CH:29]=[CH:28][CH:27]=[CH:26][C:25]=3[Cl:30])[C:15]2=[O:31])=[CH:9][C:8]=1[CH3:32])(C)(C)C.[CH3:35][Si]([N-][Si](C)(C)C)(C)C.[K+].IC.[F-].C([N+](CCCC)(CCCC)CCCC)CCC.Cl. The catalyst is CN(C=O)C. The product is [Cl:30][C:25]1[CH:26]=[CH:27][CH:28]=[CH:29][C:24]=1[CH2:23][N:16]1[C:17]2[C:22](=[CH:21][CH:20]=[CH:19][CH:18]=2)[C:14]([C:10]2[CH:9]=[C:8]([CH3:32])[C:7]([OH:6])=[C:12]([CH3:13])[CH:11]=2)([CH3:35])[C:15]1=[O:31]. The yield is 0.580. (2) The reactants are [CH2:1]([O:8][C:9]1[C:10]([N+:16]([O-])=O)=[N:11][C:12]([Br:15])=[CH:13][CH:14]=1)[C:2]1[CH:7]=[CH:6][CH:5]=[CH:4][CH:3]=1. The catalyst is C(O)(=O)C.[Fe]. The product is [CH2:1]([O:8][C:9]1[C:10]([NH2:16])=[N:11][C:12]([Br:15])=[CH:13][CH:14]=1)[C:2]1[CH:7]=[CH:6][CH:5]=[CH:4][CH:3]=1. The yield is 0.710. (3) The catalyst is C1(C)C=CC=CC=1.[Pd].C1(P(C2C=CC=CC=2)C2C=CC=CC=2)C=CC=CC=1.C1(P(C2C=CC=CC=2)C2C=CC=CC=2)C=CC=CC=1.C1(P(C2C=CC=CC=2)C2C=CC=CC=2)C=CC=CC=1.C1(P(C2C=CC=CC=2)C2C=CC=CC=2)C=CC=CC=1. The product is [Cl:11][C:12]1[CH:17]=[CH:16][C:15]([C:2]2[CH:3]=[CH:4][CH:5]=[C:6]([N:8]([CH3:10])[CH3:9])[N:7]=2)=[CH:14][C:13]=1[C:21]([O:23][CH3:24])=[O:22]. The yield is 0.664. The reactants are Br[C:2]1[N:7]=[C:6]([N:8]([CH3:10])[CH3:9])[CH:5]=[CH:4][CH:3]=1.[Cl:11][C:12]1[CH:17]=[CH:16][C:15](B(O)O)=[CH:14][C:13]=1[C:21]([O:23][CH3:24])=[O:22].C(=O)([O-])[O-].[Na+].[Na+].C(O)C. (4) The reactants are [CH2:1]([O:3][C:4](=[O:13])[C:5]1[CH:10]=[C:9]([Br:11])[CH:8]=[C:7](Br)[CH:6]=1)[CH3:2].[C:14]([O:18][C:19]([N:21]1[CH2:26][CH2:25][NH:24][CH2:23][CH2:22]1)=[O:20])([CH3:17])([CH3:16])[CH3:15].C(=O)([O-])[O-].[Cs+].[Cs+].C1C=CC(P(C2C(C3C(P(C4C=CC=CC=4)C4C=CC=CC=4)=CC=C4C=3C=CC=C4)=C3C(C=CC=C3)=CC=2)C2C=CC=CC=2)=CC=1. The catalyst is C1(C)C=CC=CC=1.C(OCC)(=O)C.C1C=CC(/C=C/C(/C=C/C2C=CC=CC=2)=O)=CC=1.C1C=CC(/C=C/C(/C=C/C2C=CC=CC=2)=O)=CC=1.C1C=CC(/C=C/C(/C=C/C2C=CC=CC=2)=O)=CC=1.[Pd].[Pd]. The product is [C:14]([O:18][C:19]([N:21]1[CH2:26][CH2:25][N:24]([C:7]2[CH:6]=[C:5]([C:4]([O:3][CH2:1][CH3:2])=[O:13])[CH:10]=[C:9]([Br:11])[CH:8]=2)[CH2:23][CH2:22]1)=[O:20])([CH3:17])([CH3:15])[CH3:16]. The yield is 0.520. (5) The reactants are [Br:1][C:2]1[CH:3]=[C:4](/[CH:10]=[CH:11]/[C:12]([OH:14])=O)[C:5]([O:8][CH3:9])=[N:6][CH:7]=1.[CH3:15][NH:16][CH3:17].CCN(C(C)C)C(C)C.CN(C(ON1N=NC2C=CC=CC1=2)=[N+](C)C)C.[B-](F)(F)(F)F. The catalyst is C(Cl)Cl. The product is [Br:1][C:2]1[CH:3]=[C:4](/[CH:10]=[CH:11]/[C:12]([N:16]([CH3:17])[CH3:15])=[O:14])[C:5]([O:8][CH3:9])=[N:6][CH:7]=1. The yield is 0.950.